This data is from Forward reaction prediction with 1.9M reactions from USPTO patents (1976-2016). The task is: Predict the product of the given reaction. Given the reactants [NH2:1][C:2]1[C:7]([NH:8][C:9]2[CH:14]=[CH:13][C:12]([I:15])=[CH:11][C:10]=2[F:16])=[C:6]([CH3:17])[C:5](=[O:18])[N:4]2[CH2:19][CH2:20][S:21][C:3]=12.[CH:22]1([S:27](Cl)(=[O:29])=[O:28])[CH2:26][CH2:25][CH2:24][CH2:23]1, predict the reaction product. The product is: [F:16][C:10]1[CH:11]=[C:12]([I:15])[CH:13]=[CH:14][C:9]=1[NH:8][C:7]1[C:2]([NH:1][S:27]([CH:22]2[CH2:26][CH2:25][CH2:24][CH2:23]2)(=[O:29])=[O:28])=[C:3]2[S:21][CH2:20][CH2:19][N:4]2[C:5](=[O:18])[C:6]=1[CH3:17].